Regression. Given two drug SMILES strings and cell line genomic features, predict the synergy score measuring deviation from expected non-interaction effect. From a dataset of NCI-60 drug combinations with 297,098 pairs across 59 cell lines. (1) Drug 1: C1=CC(=CC=C1CCC2=CNC3=C2C(=O)NC(=N3)N)C(=O)NC(CCC(=O)O)C(=O)O. Drug 2: C1C(C(OC1N2C=NC3=C2NC=NCC3O)CO)O. Cell line: NCI/ADR-RES. Synergy scores: CSS=7.40, Synergy_ZIP=-6.61, Synergy_Bliss=-2.70, Synergy_Loewe=-13.0, Synergy_HSA=-1.95. (2) Drug 1: C1=C(C(=O)NC(=O)N1)N(CCCl)CCCl. Drug 2: CC1=C2C(C(=O)C3(C(CC4C(C3C(C(C2(C)C)(CC1OC(=O)C(C(C5=CC=CC=C5)NC(=O)OC(C)(C)C)O)O)OC(=O)C6=CC=CC=C6)(CO4)OC(=O)C)O)C)O. Cell line: NCI-H460. Synergy scores: CSS=22.4, Synergy_ZIP=-12.1, Synergy_Bliss=-10.5, Synergy_Loewe=-21.4, Synergy_HSA=-7.94. (3) Synergy scores: CSS=0.802, Synergy_ZIP=-0.0192, Synergy_Bliss=-1.05, Synergy_Loewe=-6.84, Synergy_HSA=-4.01. Drug 2: CC(C)CN1C=NC2=C1C3=CC=CC=C3N=C2N. Cell line: NCI-H226. Drug 1: CC(C1=C(C=CC(=C1Cl)F)Cl)OC2=C(N=CC(=C2)C3=CN(N=C3)C4CCNCC4)N. (4) Drug 1: C(=O)(N)NO. Drug 2: CNC(=O)C1=NC=CC(=C1)OC2=CC=C(C=C2)NC(=O)NC3=CC(=C(C=C3)Cl)C(F)(F)F. Cell line: LOX IMVI. Synergy scores: CSS=3.42, Synergy_ZIP=5.15, Synergy_Bliss=6.90, Synergy_Loewe=5.41, Synergy_HSA=3.40.